Task: Predict the reaction yield, written as a fraction of the theoretical maximum amount of product (1.0 means a 100% yield; for example, 0.34 means a 34% yield).. Dataset: Reaction yield outcomes from USPTO patents with 853,638 reactions (1) The reactants are [F:1][C:2]1[CH:3]=[C:4]([CH:6]=[CH:7][C:8]=1[O:9][C:10]1[CH:15]=[CH:14][N:13]=[C:12]2[CH:16]=[C:17](I)[S:18][C:11]=12)[NH2:5].C(=O)([O-])[O-].[Cs+].[Cs+].[N:26]1([C:32]([C:34]2[CH:39]=[CH:38][C:37](B(O)O)=[CH:36][CH:35]=2)=[O:33])[CH2:31][CH2:30][O:29][CH2:28][CH2:27]1.COCCOC. The catalyst is O.C1C=CC([P]([Pd]([P](C2C=CC=CC=2)(C2C=CC=CC=2)C2C=CC=CC=2)([P](C2C=CC=CC=2)(C2C=CC=CC=2)C2C=CC=CC=2)[P](C2C=CC=CC=2)(C2C=CC=CC=2)C2C=CC=CC=2)(C2C=CC=CC=2)C2C=CC=CC=2)=CC=1. The product is [NH2:5][C:4]1[CH:6]=[CH:7][C:8]([O:9][C:10]2[CH:15]=[CH:14][N:13]=[C:12]3[CH:16]=[C:17]([C:37]4[CH:36]=[CH:35][C:34]([C:32]([N:26]5[CH2:31][CH2:30][O:29][CH2:28][CH2:27]5)=[O:33])=[CH:39][CH:38]=4)[S:18][C:11]=23)=[C:2]([F:1])[CH:3]=1. The yield is 0.120. (2) The reactants are CCN(C(C)C)C(C)C.Cl.[C:11]([C:13]1[CH:14]=[CH:15][C:16]2[N:20]=[C:19]([NH:21][C:22](=[O:27])[C@H:23]([NH:25][CH3:26])[CH3:24])[N:18]([CH:28]3[CH2:31][CH2:30][CH2:29]3)[C:17]=2[CH:32]=1)#[N:12].FC(F)(F)S(O[CH2:39][C:40]([F:43])([F:42])[F:41])(=O)=O. The catalyst is CN(C)C=O. The product is [C:11]([C:13]1[CH:14]=[CH:15][C:16]2[N:20]=[C:19]([NH:21][C:22](=[O:27])[C@H:23]([N:25]([CH3:26])[CH2:39][C:40]([F:43])([F:42])[F:41])[CH3:24])[N:18]([CH:28]3[CH2:29][CH2:30][CH2:31]3)[C:17]=2[CH:32]=1)#[N:12]. The yield is 0.210. (3) The reactants are Br[C:2]1[CH:7]=[CH:6][C:5]([Br:8])=[CH:4][N:3]=1.[F:9][C:10]1[CH:15]=[C:14]([F:16])[CH:13]=[CH:12][C:11]=1[OH:17].C([O-])([O-])=O.[K+].[K+]. The catalyst is CN(C=O)C. The product is [Br:8][C:5]1[CH:6]=[CH:7][C:2]([O:17][C:11]2[CH:12]=[CH:13][C:14]([F:16])=[CH:15][C:10]=2[F:9])=[N:3][CH:4]=1. The yield is 0.850. (4) The reactants are CC([O-])(C)C.[Na+].Cl[C:8]1[CH:14]=[CH:13][CH:12]=[CH:11][C:9]=1[NH2:10].Br[C:16]1[CH:21]=[C:20]([O:22][CH3:23])[CH:19]=[CH:18][C:17]=1[O:24][CH3:25]. The catalyst is C1(C)C=CC=CC=1.CC([O-])=O.CC([O-])=O.[Pd+2]. The product is [CH3:25][O:24][C:17]1[C:16]2[NH:10][C:9]3[C:8](=[CH:14][CH:13]=[CH:12][CH:11]=3)[C:21]=2[C:20]([O:22][CH3:23])=[CH:19][CH:18]=1. The yield is 0.550. (5) The yield is 0.640. The catalyst is CO. The reactants are [CH3:1][O:2][C:3]([C:5]1[C:6]2[C:21](=O)[CH:20](Br)[CH2:19][CH2:18][CH2:17][C:7]=2[N:8](C(OC(C)(C)C)=O)[CH:9]=1)=[O:4].[C:24]([NH2:27])(=[S:26])[CH3:25]. The product is [CH3:1][O:2][C:3]([C:5]1[C:6]2[C:21]3[N:27]=[C:24]([CH3:25])[S:26][C:20]=3[CH2:19][CH2:18][CH2:17][C:7]=2[NH:8][CH:9]=1)=[O:4]. (6) The reactants are Cl.[F:2][C:3]1[C:4]([C:9](=[NH:11])[NH2:10])=[N:5][CH:6]=[CH:7][CH:8]=1.[Cl:12][C:13]1[CH:20]=[C:19]([F:21])[CH:18]=[CH:17][C:14]=1[CH:15]=O.O=[C:23]([CH3:30])[CH2:24][C:25]([O:27][CH2:28][CH3:29])=[O:26]. No catalyst specified. The product is [Cl:12][C:13]1[CH:20]=[C:19]([F:21])[CH:18]=[CH:17][C:14]=1[CH:15]1[C:24]([C:25]([O:27][CH2:28][CH3:29])=[O:26])=[C:23]([CH3:30])[NH:10][C:9]([C:4]2[C:3]([F:2])=[CH:8][CH:7]=[CH:6][N:5]=2)=[N:11]1. The yield is 0.450. (7) The reactants are [F:1][C:2]1[CH:3]=[C:4]2[C:8](=[CH:9][C:10]=1[NH:11][C:12]([CH:14]([O:16]C(=O)C)[CH3:15])=[O:13])[NH:7][C:6](=[O:20])[CH2:5]2.O.[OH-].[Na+].Cl. The product is [F:1][C:2]1[CH:3]=[C:4]2[C:8](=[CH:9][C:10]=1[NH:11][C:12](=[O:13])[CH:14]([OH:16])[CH3:15])[NH:7][C:6](=[O:20])[CH2:5]2. The yield is 0.700. The catalyst is CO. (8) The reactants are FC(F)(F)C(O)=O.[N:8]([CH2:11][CH2:12][C:13]([CH3:42])([CH3:41])[CH2:14][CH:15]1[NH:19][CH:18]([C:20]([OH:22])=O)[CH:17]([C:23]2[CH:28]=[CH:27][CH:26]=[C:25]([Cl:29])[C:24]=2[F:30])[C:16]1([C:33]1[CH:38]=[CH:37][C:36]([Cl:39])=[CH:35][C:34]=1[F:40])[C:31]#[N:32])=[N+:9]=[N-:10].[CH3:43][C:44]1([CH3:52])[O:48][C@@H:47]([CH2:49][CH2:50][NH2:51])[CH2:46][O:45]1.CN(C(ON1N=NC2C=CC=NC1=2)=[N+](C)C)C.F[P-](F)(F)(F)(F)F.CCN(C(C)C)C(C)C. The catalyst is C(Cl)Cl. The product is [CH3:43][C:44]1([CH3:52])[O:48][C@@H:47]([CH2:49][CH2:50][NH:51][C:20]([CH:18]2[CH:17]([C:23]3[CH:28]=[CH:27][CH:26]=[C:25]([Cl:29])[C:24]=3[F:30])[C:16]([C:33]3[CH:38]=[CH:37][C:36]([Cl:39])=[CH:35][C:34]=3[F:40])([C:31]#[N:32])[CH:15]([CH2:14][C:13]([CH3:42])([CH3:41])[CH2:12][CH2:11][N:8]=[N+:9]=[N-:10])[NH:19]2)=[O:22])[CH2:46][O:45]1. The yield is 0.910. (9) The reactants are [CH2:1]([N:8]([CH2:43][CH:44](OCC)OCC)[C:9]([CH:11]([NH:24][C:25](=[O:42])[CH2:26][CH:27]([NH:31][C:32]([NH:34][CH2:35][C:36]1[CH:41]=[CH:40][CH:39]=[CH:38][CH:37]=1)=[O:33])[CH2:28][CH:29]=[CH2:30])[CH2:12][C:13]1[CH:18]=[CH:17]C(OC(C)(C)C)=[CH:15][CH:14]=1)=[O:10])[C:2]1[CH:7]=[CH:6][CH:5]=[CH:4][CH:3]=1.[CH:51]([OH:53])=O. No catalyst specified. The product is [CH2:35]([NH:34][C:32]([N:31]1[CH:27]([CH2:28][CH:29]=[CH2:30])[CH2:26][C:25](=[O:42])[N:24]2[CH:11]([CH2:12][C:13]3[CH:14]=[CH:15][C:51]([OH:53])=[CH:17][CH:18]=3)[C:9](=[O:10])[N:8]([CH2:1][C:2]3[CH:3]=[CH:4][CH:5]=[CH:6][CH:7]=3)[CH2:43][CH:44]12)=[O:33])[C:36]1[CH:37]=[CH:38][CH:39]=[CH:40][CH:41]=1. The yield is 0.380. (10) The yield is 0.690. The reactants are I[C:2]1[C:6]([C:7]2[CH:12]=[CH:11][N:10]=[C:9]([S:13][CH3:14])[N:8]=2)=[CH:5][N:4]([CH:15]2[CH2:20][CH2:19][CH2:18][CH2:17][O:16]2)[N:3]=1.CC1(C)C(C)(C)OB([C:29]2[CH:30]=[C:31]3[CH:37]=[CH:36][NH:35][C:32]3=[N:33][CH:34]=2)O1.C(=O)([O-])[O-].[Na+].[Na+]. The catalyst is CN(C=O)C. The product is [CH3:14][S:13][C:9]1[N:8]=[C:7]([C:6]2[C:2]([C:29]3[CH:30]=[C:31]4[CH:37]=[CH:36][NH:35][C:32]4=[N:33][CH:34]=3)=[N:3][N:4]([CH:15]3[CH2:20][CH2:19][CH2:18][CH2:17][O:16]3)[CH:5]=2)[CH:12]=[CH:11][N:10]=1.